Dataset: Full USPTO retrosynthesis dataset with 1.9M reactions from patents (1976-2016). Task: Predict the reactants needed to synthesize the given product. (1) Given the product [CH3:39][O:38][C:34]1[CH:33]=[CH:32][C:31]([CH2:30][CH2:29][NH:28][C:23]2[N:22]=[C:21]([C:17]3[CH:18]=[CH:19][CH:20]=[C:15]([NH:14][CH:11]4[CH2:10][CH2:9][NH:8][CH2:13][CH2:12]4)[CH:16]=3)[CH:26]=[CH:25][N:24]=2)=[CH:36][C:35]=1[OH:37], predict the reactants needed to synthesize it. The reactants are: C(OC([N:8]1[CH2:13][CH2:12][CH:11]([NH:14][C:15]2[CH:20]=[CH:19][CH:18]=[C:17]([C:21]3[CH:26]=[CH:25][N:24]=[C:23](Cl)[N:22]=3)[CH:16]=2)[CH2:10][CH2:9]1)=O)(C)(C)C.[NH2:28][CH2:29][CH2:30][C:31]1[CH:32]=[CH:33][C:34]([O:38][CH3:39])=[C:35]([OH:37])[CH:36]=1. (2) The reactants are: [C:1]([O:5][C:6]([N:8]1[CH2:13][CH2:12][CH2:11][CH2:10][C@H:9]1[CH2:14][NH2:15])=[O:7])([CH3:4])([CH3:3])[CH3:2].Cl[C:17]1[CH:26]=[CH:25][C:24]2[C:19](=[N:20][CH:21]=[CH:22][CH:23]=2)[N:18]=1. Given the product [C:1]([O:5][C:6]([N:8]1[CH2:13][CH2:12][CH2:11][CH2:10][C@H:9]1[CH2:14][NH:15][C:17]1[CH:26]=[CH:25][C:24]2[C:19](=[N:20][CH:21]=[CH:22][CH:23]=2)[N:18]=1)=[O:7])([CH3:4])([CH3:3])[CH3:2], predict the reactants needed to synthesize it. (3) Given the product [CH3:15][O:16][C:10]1[C:9]([N+:11]([O-:13])=[O:12])=[CH:8][C:7]([CH3:14])=[C:3]([CH:2]=1)[C:4]([OH:6])=[O:5], predict the reactants needed to synthesize it. The reactants are: Cl[C:2]1[CH:10]=[C:9]([N+:11]([O-:13])=[O:12])[CH:8]=[C:7]([CH3:14])[C:3]=1[C:4]([OH:6])=[O:5].[CH3:15][O:16]C1C([N+]([O-])=O)=CC(C)=C(C=1)C#N.